This data is from KCNQ2 potassium channel screen with 302,405 compounds. The task is: Binary Classification. Given a drug SMILES string, predict its activity (active/inactive) in a high-throughput screening assay against a specified biological target. (1) The drug is S(=O)(=O)(N1CCN(CC1)C(=S)NCC)c1cc(c(cc1)C)C. The result is 0 (inactive). (2) The compound is O(CCCNC(=O)Cn1nc(c2ccc(cc2)C)ccc1=O)C. The result is 0 (inactive).